This data is from Forward reaction prediction with 1.9M reactions from USPTO patents (1976-2016). The task is: Predict the product of the given reaction. (1) Given the reactants C([N-]C(C)C)(C)C.[Li+].[O:9]1[CH2:13][CH2:12][O:11][CH:10]1[C:14]1[CH:19]=[CH:18][C:17]([F:20])=[CH:16][N:15]=1.[F:21][C:22]1[CH:29]=[CH:28][C:27]([F:30])=[CH:26][C:23]=1[CH:24]=[O:25].C(=O)(O)[O-].[Na+], predict the reaction product. The product is: [F:21][C:22]1[CH:29]=[CH:28][C:27]([F:30])=[CH:26][C:23]=1[CH:24]([OH:25])[C:18]1[C:17]([F:20])=[CH:16][N:15]=[C:14]([CH:10]2[O:11][CH2:12][CH2:13][O:9]2)[CH:19]=1. (2) Given the reactants [C:1]([C:3]1[CH:11]=[CH:10][N:9]=[C:8]2[C:4]=1[CH:5]=[CH:6][NH:7]2)#[N:2].[Br-:12].[Br-:13].[Br-].[NH+]1C=CC=CC=1.[NH+]1C=CC=CC=1.[NH+]1C=CC=CC=1.[OH2:33], predict the reaction product. The product is: [Br:12][C:5]1([Br:13])[C:4]2[C:3]([C:1]#[N:2])=[CH:11][CH:10]=[N:9][C:8]=2[NH:7][C:6]1=[O:33]. (3) Given the reactants [O:1]([CH2:8][C:9](Cl)=[O:10])[C:2]1[CH:7]=[CH:6][CH:5]=[CH:4][CH:3]=1.C(Cl)Cl.[NH2:15][C:16]1[CH:28]=[C:27]([O:29][C:30]2[CH:35]=[CH:34][CH:33]=[CH:32][CH:31]=2)[CH:26]=[CH:25][C:17]=1[C:18]([O:20][C:21]([CH3:24])([CH3:23])[CH3:22])=[O:19].C(O)(=O)CC(CC(O)=O)(C(O)=O)O, predict the reaction product. The product is: [O:29]([C:27]1[CH:26]=[CH:25][C:17]([C:18]([O:20][C:21]([CH3:24])([CH3:22])[CH3:23])=[O:19])=[C:16]([NH:15][C:9](=[O:10])[CH2:8][O:1][C:2]2[CH:7]=[CH:6][CH:5]=[CH:4][CH:3]=2)[CH:28]=1)[C:30]1[CH:31]=[CH:32][CH:33]=[CH:34][CH:35]=1. (4) Given the reactants [C-:1]#[N:2].C([Al+]CC)C.C(O)(C)C.[CH3:12][C:13]([C@H:16]1[CH2:21][CH2:20][C@H:19](/[CH:22]=[N:23]/[S@:24]([C:26]2[CH:31]=[CH:30][CH:29]=[CH:28][CH:27]=2)=[O:25])[CH2:18][CH2:17]1)([CH3:15])[CH3:14].[Cl-].[NH4+], predict the reaction product. The product is: [C:1]([C@H:22]([C@H:19]1[CH2:18][CH2:17][C@H:16]([C:13]([CH3:12])([CH3:14])[CH3:15])[CH2:21][CH2:20]1)[NH:23][S:24]([C:26]1[CH:27]=[CH:28][CH:29]=[CH:30][CH:31]=1)=[O:25])#[N:2]. (5) Given the reactants [Cl-].[Na+].[CH3:3][CH:4]([OH:117])[CH:5]1[NH:53][C:51](=[O:52])[CH:50]([CH2:54][CH2:55][CH2:56][CH2:57][NH2:58])[NH:49][C:47](=[O:48])[CH:46]([CH2:59][C:60]2[C:68]3[C:63](=[CH:64][CH:65]=[CH:66][CH:67]=3)[NH:62][CH:61]=2)[NH:45][C:43](=[O:44])[CH:42]([CH2:69][C:70]2[CH:75]=[CH:74][CH:73]=[CH:72][CH:71]=2)[NH:41][C:39](=[O:40])[CH:38]([CH2:76][C:77]2[CH:82]=[CH:81][CH:80]=[CH:79][CH:78]=2)[NH:37][C:35](=[O:36])[CH:34]([CH2:83][C:84]([NH2:86])=[O:85])[NH:33][C:31](=[O:32])[CH:30]([CH2:87][CH2:88][CH2:89][CH2:90][NH2:91])[NH:29][C:27](=[O:28])[CH:26]([NH:92][C:93]([CH2:95][NH:96][C:97]([CH:99]([NH2:101])[CH3:100])=[O:98])=[O:94])[CH2:25][S:24][S:23][CH2:22][CH:21]([C:102]([OH:104])=[O:103])[NH:20][C:18](=[O:19])[CH:17]([CH2:105][OH:106])[NH:16][C:14](=[O:15])[CH:13]([CH:107]([OH:109])[CH3:108])[NH:12][C:10](=[O:11])[CH:9]([CH2:110][C:111]2[CH:116]=[CH:115][CH:114]=[CH:113][CH:112]=2)[NH:8][C:6]1=[O:7], predict the reaction product. The product is: [CH3:3][C@@H:4]([OH:117])[C@@H:5]1[NH:53][C:51](=[O:52])[C@H:50]([CH2:54][CH2:55][CH2:56][CH2:57][NH2:58])[NH:49][C:47](=[O:48])[C@H:46]([CH2:59][C:60]2[C:68]3[CH:67]=[CH:66][CH:65]=[CH:64][C:63]=3[NH:62][CH:61]=2)[NH:45][C:43](=[O:44])[C@H:42]([CH2:69][C:70]2[CH:75]=[CH:74][CH:73]=[CH:72][CH:71]=2)[NH:41][C:39](=[O:40])[C@H:38]([CH2:76][C:77]2[CH:78]=[CH:79][CH:80]=[CH:81][CH:82]=2)[NH:37][C:35](=[O:36])[C@H:34]([CH2:83][C:84]([NH2:86])=[O:85])[NH:33][C:31](=[O:32])[C@H:30]([CH2:87][CH2:88][CH2:89][CH2:90][NH2:91])[NH:29][C:27](=[O:28])[C@@H:26]([NH:92][C:93]([CH2:95][NH:96][C:97]([C@@H:99]([NH2:101])[CH3:100])=[O:98])=[O:94])[CH2:25][S:24][S:23][CH2:22][C@@H:21]([C:102]([OH:104])=[O:103])[NH:20][C:18](=[O:19])[C@H:17]([CH2:105][OH:106])[NH:16][C:14](=[O:15])[C@H:13]([C@H:107]([OH:109])[CH3:108])[NH:12][C:10](=[O:11])[C@H:9]([CH2:110][C:111]2[CH:112]=[CH:113][CH:114]=[CH:115][CH:116]=2)[NH:8][C:6]1=[O:7]. (6) Given the reactants C([O:3]/[CH:4]=[CH:5]\[C:6]1[CH:11]=[CH:10][N:9]2[C:12]([C:15]([NH:17][C:18]3[CH:26]=[CH:25][CH:24]=[C:23]4[C:19]=3[C:20]([CH2:35][CH3:36])=[N:21][N:22]4[CH2:27][C:28]3[CH:33]=[CH:32][CH:31]=[C:30]([CH3:34])[N:29]=3)=[O:16])=[CH:13][N:14]=[C:8]2[CH:7]=1)C.C(=O)(O)[O-].[Na+], predict the reaction product. The product is: [CH2:35]([C:20]1[C:19]2[C:23](=[CH:24][CH:25]=[CH:26][C:18]=2[NH:17][C:15]([C:12]2[N:9]3[CH:10]=[CH:11][C:6]([CH2:5][CH:4]=[O:3])=[CH:7][C:8]3=[N:14][CH:13]=2)=[O:16])[N:22]([CH2:27][C:28]2[CH:33]=[CH:32][CH:31]=[C:30]([CH3:34])[N:29]=2)[N:21]=1)[CH3:36].